This data is from Reaction yield outcomes from USPTO patents with 853,638 reactions. The task is: Predict the reaction yield, written as a fraction of the theoretical maximum amount of product (1.0 means a 100% yield; for example, 0.34 means a 34% yield). (1) The yield is 0.230. The reactants are [NH2:1][C:2]1[CH:3]=[C:4]([C:8]2[C:16]3[C:11](=[CH:12][CH:13]=[C:14]([C:17]([NH2:19])=[O:18])[CH:15]=3)[N:10](C3CCCCO3)[N:9]=2)[CH:5]=[CH:6][CH:7]=1.[F:26][C:27]1[CH:32]=[CH:31][C:30]([CH2:33][C:34](O)=[O:35])=[CH:29][CH:28]=1.CCN=C=NCCCN(C)C. The product is [F:26][C:27]1[CH:32]=[CH:31][C:30]([CH2:33][C:34]([NH:1][C:2]2[CH:3]=[C:4]([C:8]3[C:16]4[C:11](=[CH:12][CH:13]=[C:14]([C:17]([NH2:19])=[O:18])[CH:15]=4)[NH:10][N:9]=3)[CH:5]=[CH:6][CH:7]=2)=[O:35])=[CH:29][CH:28]=1. No catalyst specified. (2) The reactants are [N+:1]([C:4]1[CH:5]=[C:6]([N:13]2[CH2:18][CH2:17][NH:16][CH2:15][CH2:14]2)[C:7]2[O:11][CH:10]=[CH:9][C:8]=2[CH:12]=1)([O-:3])=[O:2].Cl[CH2:20][C:21]([N:23]([CH2:26][CH3:27])[CH2:24][CH3:25])=[O:22].C([O-])([O-])=O.[K+].[K+]. The catalyst is CN(C=O)C. The product is [CH2:24]([N:23]([CH2:26][CH3:27])[C:21](=[O:22])[CH2:20][N:16]1[CH2:15][CH2:14][N:13]([C:6]2[C:7]3[O:11][CH:10]=[CH:9][C:8]=3[CH:12]=[C:4]([N+:1]([O-:3])=[O:2])[CH:5]=2)[CH2:18][CH2:17]1)[CH3:25]. The yield is 0.540.